Predict which catalyst facilitates the given reaction. From a dataset of Catalyst prediction with 721,799 reactions and 888 catalyst types from USPTO. (1) Reactant: [CH2:1]([N:3]1[C:7](=[O:8])[CH2:6][C:5]([C:9]2[CH:10]=[N:11][CH:12]=[CH:13][CH:14]=2)=[N:4]1)[CH3:2].[H-].[Na+].[F:17][C:18]([F:37])([F:36])[S:19](N([S:19]([C:18]([F:37])([F:36])[F:17])(=[O:21])=[O:20])C1C=CC=CC=1)(=[O:21])=[O:20]. Product: [CH2:1]([N:3]1[C:7]([O:8][S:19]([C:18]([F:37])([F:36])[F:17])(=[O:21])=[O:20])=[CH:6][C:5]([C:9]2[CH:10]=[N:11][CH:12]=[CH:13][CH:14]=2)=[N:4]1)[CH3:2]. The catalyst class is: 1. (2) Reactant: [OH2:1].[C:2]1([CH3:12])[CH:7]=[CH:6][C:5](S(O)(=O)=O)=[CH:4][CH:3]=1.[CH:13]([O:20]CC)([O:17][CH2:18][CH3:19])OCC.[CH2:23]([OH:25])[CH3:24]. Product: [CH2:23]([O:25][C:12]([C@H:2]1[CH2:7][CH2:6][CH2:5][C@@H:4]([C:13]([O:17][CH2:18][CH3:19])=[O:20])[CH2:3]1)=[O:1])[CH3:24]. The catalyst class is: 13. (3) Reactant: [OH-].[Na+].C([O:6][CH2:7][C:8]([CH3:49])([CH3:48])[CH2:9][N:10]1[C:16]2[CH:17]=[CH:18][C:19]([Cl:21])=[CH:20][C:15]=2[C@@H:14]([C:22]2[CH:27]=[CH:26][CH:25]=[C:24]([O:28][CH3:29])[C:23]=2[O:30][CH3:31])[O:13][C@H:12]([CH2:32][C:33]2[CH:37]=[C:36]([O:38][CH2:39][CH3:40])[N:35]([CH2:41][C:42]([O:44]CC)=[O:43])[N:34]=2)[C:11]1=[O:47])(=O)C.Cl. Product: [Cl:21][C:19]1[CH:18]=[CH:17][C:16]2[N:10]([CH2:9][C:8]([CH3:48])([CH3:49])[CH2:7][OH:6])[C:11](=[O:47])[C@@H:12]([CH2:32][C:33]3[CH:37]=[C:36]([O:38][CH2:39][CH3:40])[N:35]([CH2:41][C:42]([OH:44])=[O:43])[N:34]=3)[O:13][C@H:14]([C:22]3[CH:27]=[CH:26][CH:25]=[C:24]([O:28][CH3:29])[C:23]=3[O:30][CH3:31])[C:15]=2[CH:20]=1. The catalyst class is: 8. (4) Reactant: [C:1]([C:3]1[CH:10]=[CH:9][C:6]([CH2:7]Br)=[CH:5][CH:4]=1)#[N:2].[C:11]([O:15][C:16]([N:18]1[CH2:25][CH:24]2[O:26][CH:20]([CH2:21][NH:22][CH2:23]2)[CH2:19]1)=[O:17])([CH3:14])([CH3:13])[CH3:12].C(=O)([O-])[O-].[K+].[K+]. Product: [C:11]([O:15][C:16]([N:18]1[CH2:19][CH:20]2[O:26][CH:24]([CH2:23][N:22]([CH2:7][C:6]3[CH:9]=[CH:10][C:3]([C:1]#[N:2])=[CH:4][CH:5]=3)[CH2:21]2)[CH2:25]1)=[O:17])([CH3:14])([CH3:12])[CH3:13]. The catalyst class is: 10. (5) Reactant: [CH3:1][C:2]([C:6]1[CH:11]=[CH:10][C:9]([O:12][CH2:13][CH2:14][CH2:15][CH3:16])=[CH:8][CH:7]=1)([CH3:5])[C:3]#N.[H-].C([Al+]CC(C)C)C(C)C.S(=O)(=O)(O)[OH:28].O. Product: [CH3:1][C:2]([C:6]1[CH:11]=[CH:10][C:9]([O:12][CH2:13][CH2:14][CH2:15][CH3:16])=[CH:8][CH:7]=1)([CH3:5])[CH:3]=[O:28]. The catalyst class is: 11. (6) Reactant: [OH:1][C:2]1[CH:3]=[C:4]2[C:8](=[CH:9][CH:10]=1)[NH:7][CH:6]=[C:5]2[CH:11]([CH3:13])[CH3:12].C(=O)([O-])[O-].[K+].[K+].[F:20][C:21]([F:36])([F:35])[C:22]1[CH:23]=[C:24]([CH:27]=[C:28]([C:31]([F:34])([F:33])[F:32])[C:29]=1Cl)[CH:25]=[O:26].[Cl-].[NH4+]. Product: [CH:11]([C:5]1[C:4]2[C:8](=[CH:9][CH:10]=[C:2]([O:1][C:29]3[C:28]([C:31]([F:34])([F:33])[F:32])=[CH:27][C:24]([CH:25]=[O:26])=[CH:23][C:22]=3[C:21]([F:20])([F:35])[F:36])[CH:3]=2)[NH:7][CH:6]=1)([CH3:13])[CH3:12]. The catalyst class is: 148. (7) Reactant: Cl[CH2:2][C:3]([NH:5][C:6]1[C:14]2[C:9](=[CH:10][C:11]([Cl:15])=[CH:12][CH:13]=2)[NH:8][N:7]=1)=[O:4].[NH:16]1[CH2:21][CH2:20][NH:19][CH2:18][CH2:17]1. Product: [Cl:15][C:11]1[CH:10]=[C:9]2[C:14]([C:6]([NH:5][C:3](=[O:4])[CH2:2][N:16]3[CH2:21][CH2:20][NH:19][CH2:18][CH2:17]3)=[N:7][NH:8]2)=[CH:13][CH:12]=1. The catalyst class is: 10. (8) Reactant: [N:1]([CH2:4][C:5]1[O:6][CH:7]=[C:8]([O:12][CH2:13][C:14]2[CH:19]=[CH:18][CH:17]=[CH:16][CH:15]=2)[C:9](=[O:11])[CH:10]=1)=[N+]=[N-].C1(P(C2C=CC=CC=2)C2C=CC=CC=2)C=CC=CC=1.O. Product: [NH2:1][CH2:4][C:5]1[O:6][CH:7]=[C:8]([O:12][CH2:13][C:14]2[CH:19]=[CH:18][CH:17]=[CH:16][CH:15]=2)[C:9](=[O:11])[CH:10]=1. The catalyst class is: 7. (9) Reactant: [CH3:1][O:2][C:3](=[O:17])[C:4]1[CH:9]=[CH:8][C:7]([O:10][C:11]2[S:12][CH:13]=[N:14][N:15]=2)=[CH:6][C:5]=1[OH:16].N1C=CC=CC=1.[O:24](S(C(F)(F)F)(=O)=O)[S:25]([C:28]([F:31])([F:30])[F:29])(=O)=[O:26]. Product: [CH3:1][O:2][C:3](=[O:17])[C:4]1[CH:9]=[CH:8][C:7]([O:10][C:11]2[S:12][CH:13]=[N:14][N:15]=2)=[CH:6][C:5]=1[O:16][S:25]([C:28]([F:31])([F:30])[F:29])(=[O:26])=[O:24]. The catalyst class is: 2. (10) Reactant: [CH:1]1[C:6]([CH:7]=[O:8])=[CH:5][C:4]2[O:9][CH2:10][O:11][C:3]=2[CH:2]=1.[C-]#N.[K+]. Product: [CH2:10]1[O:11][C:3]2[CH:2]=[CH:1][C:6]([C:7]([CH:7]([C:6]3[CH:1]=[CH:2][C:3]4[O:11][CH2:10][O:9][C:4]=4[CH:5]=3)[OH:8])=[O:8])=[CH:5][C:4]=2[O:9]1. The catalyst class is: 40.